From a dataset of Forward reaction prediction with 1.9M reactions from USPTO patents (1976-2016). Predict the product of the given reaction. Given the reactants [O-]S([O-])(=O)=O.[Mg+2].[O:7]1[C:11]2([CH2:16][CH2:15][C:14](=O)[CH2:13][CH2:12]2)[O:10][CH2:9][CH2:8]1.Cl.[F:19][C:20]1[CH:25]=[CH:24][C:23]([NH:26]N)=[CH:22][CH:21]=1, predict the reaction product. The product is: [F:19][C:20]1[CH:21]=[C:22]2[C:23](=[CH:24][CH:25]=1)[NH:26][C:14]1[CH2:15][CH2:16][C:11]3([O:10][CH2:9][CH2:8][O:7]3)[CH2:12][C:13]2=1.